Dataset: Full USPTO retrosynthesis dataset with 1.9M reactions from patents (1976-2016). Task: Predict the reactants needed to synthesize the given product. (1) Given the product [CH3:11][C:9]1([CH3:12])[O:10][C@@H:6]([CH2:5][CH2:4][NH2:1])[C:7]([CH3:14])([CH3:13])[O:8]1, predict the reactants needed to synthesize it. The reactants are: [N:1]([CH2:4][CH2:5][C@@H:6]1[O:10][C:9]([CH3:12])([CH3:11])[O:8][C:7]1([CH3:14])[CH3:13])=[N+]=[N-]. (2) Given the product [NH2:1][C:2]1[N:6]([CH:7]2[CH2:12][CH2:11][CH2:10][N:9]([C:13]#[N:14])[CH2:8]2)[N:5]=[C:4]([C:15]2[CH:20]=[CH:19][C:18]([O:21][C:33]3[C:38]([F:39])=[CH:37][C:36]([F:40])=[CH:35][N:34]=3)=[CH:17][CH:16]=2)[C:3]=1[C:29]([NH2:31])=[O:30], predict the reactants needed to synthesize it. The reactants are: [NH2:1][C:2]1[N:6]([CH:7]2[CH2:12][CH2:11][CH2:10][N:9]([C:13]#[N:14])[CH2:8]2)[N:5]=[C:4]([C:15]2[CH:20]=[CH:19][C:18]([O:21]C3C=CC(Cl)=CN=3)=[CH:17][CH:16]=2)[C:3]=1[C:29]([NH2:31])=[O:30].F[C:33]1[C:38]([F:39])=[CH:37][C:36]([F:40])=[CH:35][N:34]=1.